From a dataset of Forward reaction prediction with 1.9M reactions from USPTO patents (1976-2016). Predict the product of the given reaction. (1) Given the reactants [Cl:1][C:2]1[CH:7]=[CH:6][C:5](/[CH:8]=[CH:9]/[C:10]([C:12]2[CH:13]=[CH:14][C:15](=[O:19])[N:16]([CH3:18])[CH:17]=2)=[O:11])=[C:4]([CH3:20])[CH:3]=1.CC1(C)C(C)(C)OB([C:29]2[CH:34]=[CH:33][C:32]([S:35]([NH2:38])(=[O:37])=[O:36])=[CH:31][CH:30]=2)O1.C(=O)([O-])O.[Na+], predict the reaction product. The product is: [Cl:1][C:2]1[CH:7]=[CH:6][C:5]([CH:8]([C:29]2[CH:34]=[CH:33][C:32]([S:35]([NH2:38])(=[O:37])=[O:36])=[CH:31][CH:30]=2)[CH2:9][C:10]([C:12]2[CH:13]=[CH:14][C:15](=[O:19])[N:16]([CH3:18])[CH:17]=2)=[O:11])=[C:4]([CH3:20])[CH:3]=1. (2) The product is: [Cl:23][C:19]1[CH:18]=[C:17]2[C:22]([C:14]([C:13]3[NH:1][C:2]4[C:3]([CH:12]=3)=[CH:4][C:5]([S:8]([NH2:11])(=[O:9])=[O:10])=[CH:6][CH:7]=4)=[N:15][NH:16]2)=[CH:21][CH:20]=1. Given the reactants [NH2:1][C:2]1[CH:7]=[CH:6][C:5]([S:8]([NH2:11])(=[O:10])=[O:9])=[CH:4][C:3]=1[C:12]#[C:13][C:14]1[C:22]2[C:17](=[CH:18][C:19]([Cl:23])=[CH:20][CH:21]=2)[NH:16][N:15]=1, predict the reaction product. (3) Given the reactants [O:1]=[C:2]1[NH:7][C:6]2[CH:8]=[C:9]([C:12]([OH:14])=O)[CH:10]=[CH:11][C:5]=2[S:4][CH2:3]1.[CH3:15][O:16][C:17]1[CH:18]=[C:19]2[C:28](=[CH:29][CH:30]=1)[N:27]=[CH:26][C:25]1[O:24][CH2:23][CH:22]([C:31]3[N:32]=[C:33]([NH2:36])[S:34][CH:35]=3)[CH2:21][C:20]2=1, predict the reaction product. The product is: [CH3:15][O:16][C:17]1[CH:18]=[C:19]2[C:28](=[CH:29][CH:30]=1)[N:27]=[CH:26][C:25]1[O:24][CH2:23][CH:22]([C:31]3[N:32]=[C:33]([NH:36][C:12]([C:9]4[CH:10]=[CH:11][C:5]5[S:4][CH2:3][C:2](=[O:1])[NH:7][C:6]=5[CH:8]=4)=[O:14])[S:34][CH:35]=3)[CH2:21][C:20]2=1. (4) Given the reactants [CH2:1]([O:3][C:4](=[O:12])[CH2:5][CH:6]1[CH2:11][O:10][CH2:9][CH2:8][NH:7]1)[CH3:2].[F:13][C:14]1[CH:19]=[CH:18][C:17]([C:20]2[S:24][C:23]([CH3:25])=[N:22][C:21]=2[C:26](O)=[O:27])=[CH:16][CH:15]=1, predict the reaction product. The product is: [CH2:1]([O:3][C:4](=[O:12])[CH2:5][CH:6]1[CH2:11][O:10][CH2:9][CH2:8][N:7]1[C:26]([C:21]1[N:22]=[C:23]([CH3:25])[S:24][C:20]=1[C:17]1[CH:18]=[CH:19][C:14]([F:13])=[CH:15][CH:16]=1)=[O:27])[CH3:2]. (5) Given the reactants C([N:8]1[CH2:13][CH2:12][N:11]([C:14]2[CH:19]=[CH:18][CH:17]=[CH:16][CH:15]=2)[C:10](=[O:20])[CH2:9]1)C1C=CC=CC=1, predict the reaction product. The product is: [C:14]1([N:11]2[CH2:12][CH2:13][NH:8][CH2:9][C:10]2=[O:20])[CH:15]=[CH:16][CH:17]=[CH:18][CH:19]=1. (6) Given the reactants Cl[CH2:2][CH2:3][C@H:4]([C:15]1[CH:20]=[CH:19][CH:18]=[CH:17][CH:16]=1)[O:5][C:6]1[CH:11]=[CH:10][N:9]=[C:8]2[CH:12]=[CH:13][S:14][C:7]=12.[Na+].[I-:22], predict the reaction product. The product is: [I:22][CH2:2][CH2:3][C@H:4]([C:15]1[CH:20]=[CH:19][CH:18]=[CH:17][CH:16]=1)[O:5][C:6]1[CH:11]=[CH:10][N:9]=[C:8]2[CH:12]=[CH:13][S:14][C:7]=12. (7) Given the reactants F[C:2]1[N:10]=[CH:9][CH:8]=[CH:7][C:3]=1[C:4]([OH:6])=O.[CH3:11][CH:12]([CH3:16])[CH2:13][CH2:14][OH:15].C[Si]([N-][Si](C)(C)C)(C)C.[K+].[CH3:27][O:28][C:29]1[CH:30]=[C:31]([CH2:37][CH2:38][NH:39][CH3:40])[CH:32]=[CH:33][C:34]=1[O:35][CH3:36].F[P-](F)(F)(F)(F)F.N1(OC(N(C)C)=[N+](C)C)C2N=CC=CC=2N=N1, predict the reaction product. The product is: [CH3:27][O:28][C:29]1[CH:30]=[C:31]([CH2:37][CH2:38][N:39]([CH3:40])[C:4](=[O:6])[C:3]2[CH:7]=[CH:8][CH:9]=[N:10][C:2]=2[O:15][CH2:14][CH2:13][CH:12]([CH3:16])[CH3:11])[CH:32]=[CH:33][C:34]=1[O:35][CH3:36].